Dataset: Merck oncology drug combination screen with 23,052 pairs across 39 cell lines. Task: Regression. Given two drug SMILES strings and cell line genomic features, predict the synergy score measuring deviation from expected non-interaction effect. Drug 1: CC(=O)OC1C(=O)C2(C)C(O)CC3OCC3(OC(C)=O)C2C(OC(=O)c2ccccc2)C2(O)CC(OC(=O)C(O)C(NC(=O)c3ccccc3)c3ccccc3)C(C)=C1C2(C)C. Drug 2: CS(=O)(=O)CCNCc1ccc(-c2ccc3ncnc(Nc4ccc(OCc5cccc(F)c5)c(Cl)c4)c3c2)o1. Cell line: A375. Synergy scores: synergy=95.4.